From a dataset of Reaction yield outcomes from USPTO patents with 853,638 reactions. Predict the reaction yield, written as a fraction of the theoretical maximum amount of product (1.0 means a 100% yield; for example, 0.34 means a 34% yield). (1) The reactants are [H-].[Na+].[CH2:3]1[CH2:7][O:6][CH2:5][CH2:4]1.[O:8]1[CH2:12][CH2:11][CH:10]([CH:13]=O)[CH2:9]1.CN(C=[O:19])C. The catalyst is O. The product is [O:6]1[CH2:7][CH2:3][CH:4](/[CH:13]=[CH:10]/[C:9]([O:8][CH2:12][CH3:11])=[O:19])[CH2:5]1. The yield is 0.520. (2) The reactants are [O:1]=[C:2]([NH:9][C:10]1[CH:15]=[CH:14][CH:13]=[C:12]([C:16]([F:19])([F:18])[F:17])[CH:11]=1)[CH2:3][C:4]([O:6]CC)=[O:5].C[O-].[Na+].CO[CH:25]=[CH:26][C:27](=O)[CH3:28].[OH-].[Na+]. The catalyst is CCO.O. The product is [CH3:25][C:26]1[N:9]([C:10]2[CH:15]=[CH:14][CH:13]=[C:12]([C:16]([F:17])([F:18])[F:19])[CH:11]=2)[C:2](=[O:1])[C:3]([C:4]([OH:6])=[O:5])=[CH:28][CH:27]=1. The yield is 5.80. (3) The reactants are [S:1]1[C:5]2[CH:6]=[CH:7][CH:8]=[CH:9][C:4]=2[N:3]=[C:2]1[NH:10][C:11]([N:13]1[C:22]2[C:17](=[CH:18][CH:19]=[C:20]([C:23]3[N:28]=[C:27]([C:29]([O:31]C)=[O:30])[C:26]([O:33][CH2:34][CH2:35][O:36][C:37]4[CH:42]=[CH:41][CH:40]=[CH:39][CH:38]=4)=[CH:25][CH:24]=3)[CH:21]=2)[CH2:16][CH2:15][CH2:14]1)=[O:12].[Li+].[OH-].O. The catalyst is CO.C(OCC)C. The product is [S:1]1[C:5]2[CH:6]=[CH:7][CH:8]=[CH:9][C:4]=2[N:3]=[C:2]1[NH:10][C:11]([N:13]1[C:22]2[C:17](=[CH:18][CH:19]=[C:20]([C:23]3[N:28]=[C:27]([C:29]([OH:31])=[O:30])[C:26]([O:33][CH2:34][CH2:35][O:36][C:37]4[CH:38]=[CH:39][CH:40]=[CH:41][CH:42]=4)=[CH:25][CH:24]=3)[CH:21]=2)[CH2:16][CH2:15][CH2:14]1)=[O:12]. The yield is 0.750. (4) The reactants are [CH3:1][C:2]1[N:7]2[N:8]=[C:9](N)[N:10]=[C:6]2[C:5]([CH3:12])=[N:4][CH:3]=1.N([O-])=O.[Na+].C(Br)(Br)[Br:18].ClC(Cl)C(O)=O. The catalyst is [Br-].C([N+](CC)(CC)CC)C1C=CC=CC=1.[Al].O. The product is [Br:18][C:9]1[N:10]=[C:6]2[C:5]([CH3:12])=[N:4][CH:3]=[C:2]([CH3:1])[N:7]2[N:8]=1. The yield is 0.747. (5) The reactants are C(OC([NH:8][CH:9]1[CH2:13][CH2:12][N:11]([C:14]2[N:23]=[C:22]3[C:17]([C:18](=[O:34])[C:19]([C:31]([OH:33])=[O:32])=[CH:20][N:21]3[C@@H:24]([C:27]([CH3:30])([CH3:29])[CH3:28])[CH2:25][OH:26])=[CH:16][C:15]=2[C:35]2[CH:36]=[N:37][C:38]([NH:50][C:51]([NH:53][CH2:54][CH3:55])=[O:52])=[CH:39][C:40]=2[C:41]2[S:42][CH:43]=[C:44]([C:46]([F:49])([F:48])[F:47])[N:45]=2)[CH2:10]1)=O)(C)(C)C.CS(O)(=O)=O. The catalyst is ClCCl. The product is [NH2:8][CH:9]1[CH2:13][CH2:12][N:11]([C:14]2[N:23]=[C:22]3[C:17]([C:18](=[O:34])[C:19]([C:31]([OH:33])=[O:32])=[CH:20][N:21]3[C@@H:24]([C:27]([CH3:30])([CH3:29])[CH3:28])[CH2:25][OH:26])=[CH:16][C:15]=2[C:35]2[CH:36]=[N:37][C:38]([NH:50][C:51]([NH:53][CH2:54][CH3:55])=[O:52])=[CH:39][C:40]=2[C:41]2[S:42][CH:43]=[C:44]([C:46]([F:49])([F:48])[F:47])[N:45]=2)[CH2:10]1. The yield is 0.110. (6) The reactants are [OH:1][C:2]1[CH:12]=[CH:11][CH:10]=[C:4]2[C:5]([O:7][C:8](=[O:9])[C:3]=12)=O.[CH3:13][O:14][C:15]1[CH:22]=[CH:21][C:18]([CH2:19][NH2:20])=[CH:17][CH:16]=1.C(O)(=O)C. The catalyst is O. The product is [OH:1][C:2]1[CH:12]=[CH:11][CH:10]=[C:4]2[C:3]=1[C:8](=[O:9])[N:20]([CH2:19][C:18]1[CH:21]=[CH:22][C:15]([O:14][CH3:13])=[CH:16][CH:17]=1)[C:5]2=[O:7]. The yield is 0.810.